From a dataset of Forward reaction prediction with 1.9M reactions from USPTO patents (1976-2016). Predict the product of the given reaction. (1) Given the reactants [CH3:1][C:2]1[CH:7]=[C:6]([S:8](=[O:11])(=[O:10])[NH2:9])[CH:5]=[CH:4][C:3]=1[NH:12][C:13]([C:15]1[CH:20]=[C:19](Cl)[N:18]=[CH:17][N:16]=1)=[O:14].[CH:22]1([NH:28][CH2:29][CH2:30][O:31][CH3:32])[CH2:27][CH2:26][CH2:25][CH2:24][CH2:23]1, predict the reaction product. The product is: [NH2:9][S:8]([C:6]1[CH:5]=[CH:4][C:3]([NH:12][C:13]([C:15]2[CH:20]=[C:19]([N:28]([CH:22]3[CH2:27][CH2:26][CH2:25][CH2:24][CH2:23]3)[CH2:29][CH2:30][O:31][CH3:32])[N:18]=[CH:17][N:16]=2)=[O:14])=[C:2]([CH3:1])[CH:7]=1)(=[O:11])=[O:10]. (2) Given the reactants ClCCl.[CH2:4]([C@H:6]1[O:8][CH2:7]1)[Cl:5].[C:9]1([OH:15])[CH:14]=[CH:13][CH:12]=[CH:11][CH:10]=1, predict the reaction product. The product is: [Cl:5][CH2:4][C@@H:6]([OH:8])[CH2:7][O:15][C:9]1[CH:14]=[CH:13][CH:12]=[CH:11][CH:10]=1. (3) Given the reactants N([C:10]([CH3:16])(C)[C:11]([O:13][CH3:14])=O)=N[C:10](C)([CH3:16])[C:11]([O:13][CH3:14])=O.[OH2:17].C[C:19](=[O:22])[CH2:20]C, predict the reaction product. The product is: [C:19]([O:22][CH:10]([CH3:16])[CH2:11][O:13][CH3:14])(=[O:17])[CH3:20]. (4) Given the reactants [N:1]([CH2:4][CH2:5][CH2:6][CH2:7][CH2:8][CH2:9][CH2:10][CH2:11][CH2:12][CH2:13][CH2:14][CH2:15][CH2:16][CH2:17][CH2:18][C:19]([O:21][CH2:22][CH3:23])=[O:20])=[N+]=[N-].C1(P(C2C=CC=CC=2)C2C=CC=CC=2)C=CC=CC=1.O, predict the reaction product. The product is: [NH2:1][CH2:4][CH2:5][CH2:6][CH2:7][CH2:8][CH2:9][CH2:10][CH2:11][CH2:12][CH2:13][CH2:14][CH2:15][CH2:16][CH2:17][CH2:18][C:19]([O:21][CH2:22][CH3:23])=[O:20]. (5) Given the reactants [C:1]([O:5][C:6]([N:8]1[CH2:13][CH2:12][C@:11]([OH:25])([C:14]2[CH:19]=[CH:18][C:17]([N+:20]([O-])=O)=[C:16]([O:23][CH3:24])[CH:15]=2)[C@@H:10]([OH:26])[CH2:9]1)=[O:7])([CH3:4])([CH3:3])[CH3:2], predict the reaction product. The product is: [C:1]([O:5][C:6]([N:8]1[CH2:13][CH2:12][C@@:11]([C:14]2[CH:19]=[CH:18][C:17]([NH2:20])=[C:16]([O:23][CH3:24])[CH:15]=2)([OH:25])[C@@H:10]([OH:26])[CH2:9]1)=[O:7])([CH3:4])([CH3:3])[CH3:2]. (6) Given the reactants [NH2:1][CH2:2][C:3]1[C:4]([F:26])=[CH:5][C:6]([Cl:25])=[C:7]([C:9]2[NH:10][C:11](=[O:24])[N:12]([C:14]3[CH:19]=[CH:18][C:17]([C:20]([F:23])([F:22])[F:21])=[CH:16][CH:15]=3)[N:13]=2)[CH:8]=1.[C:27](Cl)(=[O:32])[C:28]([CH3:31])([CH3:30])[CH3:29], predict the reaction product. The product is: [Cl:25][C:6]1[C:7]([C:9]2[NH:10][C:11](=[O:24])[N:12]([C:14]3[CH:15]=[CH:16][C:17]([C:20]([F:22])([F:23])[F:21])=[CH:18][CH:19]=3)[N:13]=2)=[CH:8][C:3]([CH2:2][NH:1][C:27](=[O:32])[C:28]([CH3:31])([CH3:30])[CH3:29])=[C:4]([F:26])[CH:5]=1. (7) Given the reactants Cl.C[O:3][C:4]1[CH:9]=[C:8]([O:10]C)[CH:7]=[CH:6][C:5]=1[CH2:12][CH2:13][CH2:14][CH2:15][NH:16][C:17]([NH:19][C:20]([C:22]1[C:27]([NH2:28])=[N:26][C:25]([NH2:29])=[C:24]([Cl:30])[N:23]=1)=[O:21])=[NH:18], predict the reaction product. The product is: [ClH:30].[OH:3][C:4]1[CH:9]=[C:8]([OH:10])[CH:7]=[CH:6][C:5]=1[CH2:12][CH2:13][CH2:14][CH2:15][NH:16][C:17]([NH:19][C:20]([C:22]1[C:27]([NH2:28])=[N:26][C:25]([NH2:29])=[C:24]([Cl:30])[N:23]=1)=[O:21])=[NH:18].